From a dataset of Catalyst prediction with 721,799 reactions and 888 catalyst types from USPTO. Predict which catalyst facilitates the given reaction. (1) Reactant: C[O:2][C:3](=[O:15])[CH:4]([C:6]1[CH:11]=[CH:10][C:9]2[O:12][CH2:13][O:14][C:8]=2[CH:7]=1)O.[CH:16]1([SH:21])[CH2:20][CH2:19][CH2:18][CH2:17]1.[NH2:22][C:23]1[S:24][CH:25]=[CH:26][N:27]=1. Product: [CH:16]1([S:21][CH:4]([C:6]2[CH:11]=[CH:10][C:9]3[O:12][CH2:13][O:14][C:8]=3[CH:7]=2)[C:3]([OH:2])=[O:15])[CH2:20][CH2:19][CH2:18][CH2:17]1.[CH:16]1([S:21][CH:4]([C:6]2[CH:11]=[CH:10][C:9]3[O:12][CH2:13][O:14][C:8]=3[CH:7]=2)[C:3]([NH:22][C:23]2[S:24][CH:25]=[CH:26][N:27]=2)=[O:15])[CH2:20][CH2:19][CH2:18][CH2:17]1. The catalyst class is: 1. (2) Reactant: [Br:1][C:2]1[CH:7]=[CH:6][C:5]([N+:8]([O-:10])=[O:9])=[C:4](F)[CH:3]=1.[NH:12]1[CH2:19][CH2:18][CH2:17][C@H:13]1[C:14]([OH:16])=[O:15].C(=O)([O-])[O-].[K+].[K+].Cl. Product: [Br:1][C:2]1[CH:7]=[CH:6][C:5]([N+:8]([O-:10])=[O:9])=[C:4]([N:12]2[CH2:19][CH2:18][CH2:17][CH:13]2[C:14]([OH:16])=[O:15])[CH:3]=1. The catalyst class is: 40. (3) Reactant: [N:1]12[CH2:8][CH2:7][CH:4]([CH2:5][CH2:6]1)[C@@H:3]([O:9][C:10]([C:12]1([C:19]3[CH:24]=[CH:23][CH:22]=[CH:21][CH:20]=3)[CH2:18][CH2:17][CH2:16][CH2:15][CH2:14][CH2:13]1)=[O:11])[CH2:2]2.[Cl:25][CH2:26][C:27]([NH:29][C:30]1[S:34][N:33]=[CH:32][N:31]=1)=[O:28]. The catalyst class is: 23. Product: [Cl-:25].[C:19]1([C:12]2([C:10]([O:9][C@@H:3]3[CH:4]4[CH2:7][CH2:8][N+:1]([CH2:26][C:27](=[O:28])[NH:29][C:30]5[S:34][N:33]=[CH:32][N:31]=5)([CH2:6][CH2:5]4)[CH2:2]3)=[O:11])[CH2:18][CH2:17][CH2:16][CH2:15][CH2:14][CH2:13]2)[CH:20]=[CH:21][CH:22]=[CH:23][CH:24]=1. (4) Reactant: [C:1]([O:5][C@@H:6]([C:11]1[C:23]([CH3:24])=[CH:22][N:14]2[N:15]=[C:16]3[C:21]([CH:20]=[CH:19][CH:18]=[CH:17]3)=[C:13]2[C:12]=1[C:25]1[C:26]([CH3:36])=[C:27]2[C:32](=[C:33]([F:35])[CH:34]=1)[O:31][CH2:30][CH2:29][CH2:28]2)[C:7]([O:9]C)=[O:8])([CH3:4])([CH3:3])[CH3:2].[OH-].[Na+]. Product: [C:1]([O:5][C@@H:6]([C:11]1[C:23]([CH3:24])=[CH:22][N:14]2[N:15]=[C:16]3[C:21]([CH:20]=[CH:19][CH:18]=[CH:17]3)=[C:13]2[C:12]=1[C:25]1[C:26]([CH3:36])=[C:27]2[C:32](=[C:33]([F:35])[CH:34]=1)[O:31][CH2:30][CH2:29][CH2:28]2)[C:7]([OH:9])=[O:8])([CH3:4])([CH3:3])[CH3:2]. The catalyst class is: 5. (5) Reactant: I[C:2]1[C:10]2[C:5](=[N:6][CH:7]=[N:8][C:9]=2[NH2:11])[NH:4][N:3]=1.C(=O)([O-])[O-].[K+].[K+].[F:18][C:19]1[CH:20]=[C:21](B(O)O)[CH:22]=[C:23]([O:25][CH3:26])[CH:24]=1.O. Product: [F:18][C:19]1[CH:20]=[C:21]([C:2]2[C:10]3[C:5](=[N:6][CH:7]=[N:8][C:9]=3[NH2:11])[NH:4][N:3]=2)[CH:22]=[C:23]([O:25][CH3:26])[CH:24]=1. The catalyst class is: 104. (6) Reactant: Cl[C:2]1[N:11]=[C:10]([Cl:12])[CH:9]=[C:8]2[C:3]=1[CH:4]=[CH:5][CH:6]=[N:7]2.[NH2:13][CH2:14][C@:15]1([F:28])[CH2:20][CH2:19][CH2:18][N:17]([C:21]([O:23][C:24]([CH3:27])([CH3:26])[CH3:25])=[O:22])[CH2:16]1.CCN(C(C)C)C(C)C. Product: [Cl:12][C:10]1[CH:9]=[C:8]2[C:3]([CH:4]=[CH:5][CH:6]=[N:7]2)=[C:2]([NH:13][CH2:14][C@:15]2([F:28])[CH2:20][CH2:19][CH2:18][N:17]([C:21]([O:23][C:24]([CH3:26])([CH3:25])[CH3:27])=[O:22])[CH2:16]2)[N:11]=1. The catalyst class is: 37. (7) Reactant: CC1CC([C:6]([OH:8])=O)C1.C1C=CC(P([N:23]=[N+]=[N-])(C2C=CC=CC=2)=O)=CC=1.[Cl:26][C:27]1[CH:28]=[C:29]([C:34]2[C:42]([C:43]([NH2:45])=[O:44])=[C:37]3[CH2:38][NH:39][CH2:40][CH2:41][N:36]3[N:35]=2)[CH:30]=[CH:31][C:32]=1[F:33].[C:46]1([CH3:52])[CH:51]=[CH:50][CH:49]=CC=1. Product: [Cl:26][C:27]1[CH:28]=[C:29]([C:34]2[C:42]([C:43]([NH2:45])=[O:44])=[C:37]3[CH2:38][N:39]([C:6]([NH:23][CH:46]4[CH2:51][CH:50]([CH3:49])[CH2:52]4)=[O:8])[CH2:40][CH2:41][N:36]3[N:35]=2)[CH:30]=[CH:31][C:32]=1[F:33]. The catalyst class is: 1. (8) Reactant: [N:1]12[CH2:8][CH2:7][CH:4]([CH2:5][CH2:6]1)[C@@H:3]([O:9][C:10](=[O:25])[C:11]([OH:24])([C:18]1[CH:23]=[CH:22][CH:21]=[CH:20][CH:19]=1)[C:12]1[CH:17]=[CH:16][CH:15]=[CH:14][CH:13]=1)[CH2:2]2.[CH2:26]([O:33][C:34](=[O:37])[CH2:35][Br:36])[C:27]1[CH:32]=[CH:31][CH:30]=[CH:29][CH:28]=1. Product: [Br-:36].[CH2:26]([O:33][C:34]([CH2:35][N+:1]12[CH2:6][CH2:5][CH:4]([CH2:7][CH2:8]1)[C@@H:3]([O:9][C:10](=[O:25])[C:11]([OH:24])([C:12]1[CH:17]=[CH:16][CH:15]=[CH:14][CH:13]=1)[C:18]1[CH:23]=[CH:22][CH:21]=[CH:20][CH:19]=1)[CH2:2]2)=[O:37])[C:27]1[CH:32]=[CH:31][CH:30]=[CH:29][CH:28]=1. The catalyst class is: 413. (9) Reactant: [C:1](#[N:3])[CH3:2].[H-].[Na+].[CH3:6][O:7][C:8]1[CH:9]=[C:10]([CH2:14][CH2:15][C:16](OC)=[O:17])[CH:11]=[CH:12][CH:13]=1. Product: [CH3:6][O:7][C:8]1[CH:9]=[C:10]([CH2:14][CH2:15][C:16](=[O:17])[CH2:2][C:1]#[N:3])[CH:11]=[CH:12][CH:13]=1. The catalyst class is: 12. (10) Reactant: [C:1]1([CH2:9][OH:10])[CH:6]=[CH:5][CH:4]=[C:3]([CH2:7][OH:8])[CH:2]=1.C(N(CC)CC)C.[C:18]([Si:22]([CH3:25])([CH3:24])Cl)([CH3:21])([CH3:20])[CH3:19].N. Product: [Si:22]([O:8][CH2:7][C:3]1[CH:2]=[C:1]([CH2:9][OH:10])[CH:6]=[CH:5][CH:4]=1)([C:18]([CH3:21])([CH3:20])[CH3:19])([CH3:25])[CH3:24]. The catalyst class is: 4.